Task: Predict the reactants needed to synthesize the given product.. Dataset: Full USPTO retrosynthesis dataset with 1.9M reactions from patents (1976-2016) (1) Given the product [OH:3][NH:2][C:4]([C:6]([NH:9][C:10]([C:12]1[CH:21]=[CH:20][C:19]2[C:14](=[CH:15][CH:16]=[CH:17][CH:18]=2)[C:13]=1[O:22][CH2:23][C:24]1[CH:25]=[N:26][C:27]([C:30]([F:31])([F:33])[F:32])=[CH:28][CH:29]=1)=[O:11])([CH3:8])[CH3:7])=[NH:5], predict the reactants needed to synthesize it. The reactants are: Cl.[NH2:2][OH:3].[C:4]([C:6]([NH:9][C:10]([C:12]1[CH:21]=[CH:20][C:19]2[C:14](=[CH:15][CH:16]=[CH:17][CH:18]=2)[C:13]=1[O:22][CH2:23][C:24]1[CH:25]=[N:26][C:27]([C:30]([F:33])([F:32])[F:31])=[CH:28][CH:29]=1)=[O:11])([CH3:8])[CH3:7])#[N:5].C(=O)([O-])[O-].[K+].[K+]. (2) Given the product [F:1][C:2]1[CH:7]=[CH:6][C:5]([N:8]2[C:12]3=[N:13][CH:14]=[CH:15][C:16]([B:21]([OH:22])[OH:20])=[C:11]3[CH:10]=[N:9]2)=[CH:4][CH:3]=1, predict the reactants needed to synthesize it. The reactants are: [F:1][C:2]1[CH:7]=[CH:6][C:5]([N:8]2[C:12]3=[N:13][CH:14]=[CH:15][C:16](I)=[C:11]3[CH:10]=[N:9]2)=[CH:4][CH:3]=1.CC1(C)C(C)(C)[O:22][B:21](B2OC(C)(C)C(C)(C)O2)[O:20]1.C([O-])(=O)C.[K+].